This data is from Full USPTO retrosynthesis dataset with 1.9M reactions from patents (1976-2016). The task is: Predict the reactants needed to synthesize the given product. (1) Given the product [CH2:16]([O:18][C:19]1[CH:20]=[C:21]([CH:22]2[C:8]([C:9]3[CH:14]=[CH:13][CH:12]=[CH:11][CH:10]=3)=[C:7]([C:5]3[N:4]=[CH:3][N:2]([CH3:1])[CH:6]=3)[NH:34][C:32](=[O:33])[NH:31]2)[CH:24]=[C:25]([N+:28]([O-:30])=[O:29])[C:26]=1[OH:27])[CH3:17], predict the reactants needed to synthesize it. The reactants are: [CH3:1][N:2]1[CH:6]=[C:5]([C:7](=O)[CH2:8][C:9]2[CH:14]=[CH:13][CH:12]=[CH:11][CH:10]=2)[N:4]=[CH:3]1.[CH2:16]([O:18][C:19]1[CH:20]=[C:21]([CH:24]=[C:25]([N+:28]([O-:30])=[O:29])[C:26]=1[OH:27])[CH:22]=O)[CH3:17].[NH2:31][C:32]([NH2:34])=[O:33].Cl. (2) Given the product [CH3:3][S:18][C:13]1[CH:14]=[CH:15][CH:16]=[CH:17][C:12]=1[O:11][C:10]([F:9])([F:19])[F:20], predict the reactants needed to synthesize it. The reactants are: CI.[C:3](=O)([O-])[O-].[K+].[K+].[F:9][C:10]([F:20])([F:19])[O:11][C:12]1[CH:17]=[CH:16][CH:15]=[CH:14][C:13]=1[SH:18].O. (3) Given the product [Cl:1][C:2]1[CH:3]=[N:4][C:5]2[C:10]([C:11]=1[CH:12]([F:37])[CH2:13][CH2:14][C:15]1([C:32]([OH:34])=[O:33])[CH2:16][CH2:17][N:18]([CH2:21][CH2:22][O:23][C:24]3[CH:29]=[C:28]([F:30])[CH:27]=[CH:26][C:25]=3[F:31])[CH2:19][CH2:20]1)=[CH:9][C:8]([O:38][CH3:39])=[CH:7][CH:6]=2, predict the reactants needed to synthesize it. The reactants are: [Cl:1][C:2]1[CH:3]=[N:4][C:5]2[C:10]([C:11]=1[CH:12]([F:37])[CH2:13][CH2:14][C:15]1([C:32]([O:34]CC)=[O:33])[CH2:20][CH2:19][N:18]([CH2:21][CH2:22][O:23][C:24]3[CH:29]=[C:28]([F:30])[CH:27]=[CH:26][C:25]=3[F:31])[CH2:17][CH2:16]1)=[CH:9][C:8]([O:38][CH3:39])=[CH:7][CH:6]=2.[OH-].[Na+].